From a dataset of Reaction yield outcomes from USPTO patents with 853,638 reactions. Predict the reaction yield, written as a fraction of the theoretical maximum amount of product (1.0 means a 100% yield; for example, 0.34 means a 34% yield). The reactants are C([NH:5][S:6]([C:9]1[S:10][C:11]([C:14]2[CH:19]=[C:18]([C:20]3[N:25]=[C:24]([CH3:26])[CH:23]=[C:22]([C:27]4[CH:28]=[N:29][C:30]([C:33]([F:36])([F:35])[F:34])=[CH:31][CH:32]=4)[N:21]=3)[CH:17]=[CH:16][N:15]=2)=[CH:12][CH:13]=1)(=[O:8])=[O:7])(C)(C)C.C(O)(C(F)(F)F)=O. The catalyst is ClCCl. The product is [CH3:26][C:24]1[CH:23]=[C:22]([C:27]2[CH:28]=[N:29][C:30]([C:33]([F:35])([F:36])[F:34])=[CH:31][CH:32]=2)[N:21]=[C:20]([C:18]2[CH:17]=[CH:16][N:15]=[C:14]([C:11]3[S:10][C:9]([S:6]([NH2:5])(=[O:8])=[O:7])=[CH:13][CH:12]=3)[CH:19]=2)[N:25]=1. The yield is 0.0700.